From a dataset of NCI-60 drug combinations with 297,098 pairs across 59 cell lines. Regression. Given two drug SMILES strings and cell line genomic features, predict the synergy score measuring deviation from expected non-interaction effect. Drug 1: C1CCC(C1)C(CC#N)N2C=C(C=N2)C3=C4C=CNC4=NC=N3. Drug 2: CC12CCC3C(C1CCC2O)C(CC4=C3C=CC(=C4)O)CCCCCCCCCS(=O)CCCC(C(F)(F)F)(F)F. Synergy scores: CSS=12.6, Synergy_ZIP=-1.77, Synergy_Bliss=4.76, Synergy_Loewe=5.08, Synergy_HSA=5.21. Cell line: NCI-H522.